Dataset: Full USPTO retrosynthesis dataset with 1.9M reactions from patents (1976-2016). Task: Predict the reactants needed to synthesize the given product. (1) Given the product [CH2:20]([O:22][C:23]([C:25]1[C:26]([C:31]2[CH:36]=[CH:35][CH:34]=[C:33]([CH2:37][Br:19])[CH:32]=2)=[CH:27][CH:28]=[CH:29][CH:30]=1)=[O:24])[CH3:21], predict the reactants needed to synthesize it. The reactants are: C(OC(C1C=C(C2C=CC(C[Br:19])=CC=2)C=CC=1)=O)C.[CH2:20]([O:22][C:23]([C:25]1[C:26]([C:31]2[CH:36]=[CH:35][CH:34]=[C:33]([CH3:37])[CH:32]=2)=[CH:27][CH:28]=[CH:29][CH:30]=1)=[O:24])[CH3:21].BrN1C(=O)CCC1=O.N(C(C)(C)C#N)=NC(C)(C)C#N. (2) The reactants are: C([O:3][C:4]([C:6]1[NH:7][C:8]2[C:13]([C:14]=1[CH2:15][N:16]([CH2:23][C:24]1[CH:29]=[C:28]([C:30]([F:33])([F:32])[F:31])[CH:27]=[C:26]([C:34]([F:37])([F:36])[F:35])[CH:25]=1)[C:17]1[N:18]=[N:19][N:20]([CH3:22])[N:21]=1)=[CH:12][CH:11]=[CH:10][CH:9]=2)=[O:5])C.[OH-].[Na+]. Given the product [F:36][C:34]([F:35])([F:37])[C:26]1[CH:25]=[C:24]([CH:29]=[C:28]([C:30]([F:33])([F:31])[F:32])[CH:27]=1)[CH2:23][N:16]([CH2:15][C:14]1[C:13]2[C:8](=[CH:9][CH:10]=[CH:11][CH:12]=2)[NH:7][C:6]=1[C:4]([OH:5])=[O:3])[C:17]1[N:18]=[N:19][N:20]([CH3:22])[N:21]=1, predict the reactants needed to synthesize it. (3) Given the product [CH3:49][C:47]([O:50][C@H:51]([CH3:58])[C@@H:52]([C:54]([O:56][CH3:57])=[O:55])[NH:53][C:39]([C:36]1[CH:37]=[CH:38][C:33]([C:30]2[CH:29]=[CH:28][C:27]([O:26][CH3:25])=[CH:32][CH:31]=2)=[CH:34][C:35]=1[N+:42]([O-:44])=[O:43])=[O:41])([CH3:46])[CH3:48], predict the reactants needed to synthesize it. The reactants are: CN(C(ON1N=NC2C=CC=NC1=2)=[N+](C)C)C.F[P-](F)(F)(F)(F)F.[CH3:25][O:26][C:27]1[CH:32]=[CH:31][C:30]([C:33]2[CH:38]=[CH:37][C:36]([C:39]([OH:41])=O)=[C:35]([N+:42]([O-:44])=[O:43])[CH:34]=2)=[CH:29][CH:28]=1.Cl.[CH3:46][C:47]([O:50][C@H:51]([CH3:58])[C@@H:52]([C:54]([O:56][CH3:57])=[O:55])[NH2:53])([CH3:49])[CH3:48].C(N(C(C)C)CC)(C)C. (4) Given the product [C:1]([O:5][C:6](=[O:19])[NH:7][C:8]1[CH:13]=[C:12]([N:20]([CH3:22])[CH3:21])[C:11]([F:15])=[CH:10][C:9]=1[N+:16]([O-:18])=[O:17])([CH3:4])([CH3:3])[CH3:2], predict the reactants needed to synthesize it. The reactants are: [C:1]([O:5][C:6](=[O:19])[NH:7][C:8]1[CH:13]=[C:12](Cl)[C:11]([F:15])=[CH:10][C:9]=1[N+:16]([O-:18])=[O:17])([CH3:4])([CH3:3])[CH3:2].[NH:20]([CH3:22])[CH3:21]. (5) Given the product [Cl:1][C:2]1[N:7]=[C:6]([C:8]([O:10][CH3:11])=[O:9])[CH:5]=[C:4]([NH:14][C@@H:15]([CH3:20])[C:16]([O:18][CH3:19])=[O:17])[N:3]=1, predict the reactants needed to synthesize it. The reactants are: [Cl:1][C:2]1[N:7]=[C:6]([C:8]([O:10][CH3:11])=[O:9])[CH:5]=[C:4](Cl)[N:3]=1.Cl.[NH2:14][C@@H:15]([CH3:20])[C:16]([O:18][CH3:19])=[O:17].CCN(C(C)C)C(C)C.